Dataset: Peptide-MHC class II binding affinity with 134,281 pairs from IEDB. Task: Regression. Given a peptide amino acid sequence and an MHC pseudo amino acid sequence, predict their binding affinity value. This is MHC class II binding data. (1) The peptide sequence is AFILDGDNLFCKV. The MHC is DRB1_0401 with pseudo-sequence DRB1_0401. The binding affinity (normalized) is 0.740. (2) The peptide sequence is EDMLEVWNRVWITNN. The MHC is HLA-DQA10102-DQB10501 with pseudo-sequence HLA-DQA10102-DQB10501. The binding affinity (normalized) is 0.495. (3) The MHC is DRB1_1001 with pseudo-sequence DRB1_1001. The peptide sequence is EGDFLAEGGGVRGPR. The binding affinity (normalized) is 0. (4) The MHC is DRB1_0405 with pseudo-sequence DRB1_0405. The peptide sequence is APYHFDLSGHAFGSMAKKGE. The binding affinity (normalized) is 0.